From a dataset of Forward reaction prediction with 1.9M reactions from USPTO patents (1976-2016). Predict the product of the given reaction. (1) Given the reactants Br[C:2]1[CH:13]=[CH:12][C:5]([CH:6]=[CH:7][C:8]([O:10][CH3:11])=[O:9])=[CH:4][CH:3]=1.CO[C:16]1[CH:21]=[CH:20][C:19](B(O)O)=[CH:18][CH:17]=1.C[CH2:26][O:27]C(C)=O, predict the reaction product. The product is: [CH3:26][O:27][C:13]1[CH:2]=[CH:3][C:4]([C:16]2[CH:21]=[CH:20][CH:19]=[CH:18][CH:17]=2)=[C:5]([CH:6]=[CH:7][C:8]([O:10][CH3:11])=[O:9])[CH:12]=1. (2) Given the reactants [NH2:1][CH2:2][CH2:3][CH2:4][NH:5][C:6](=[O:12])[O:7][C:8]([CH3:11])([CH3:10])[CH3:9].[CH2:13]([N:20]1[C:29](=[O:30])[C:28]2[C:23](=[CH:24][C:25]3[CH:34]=[CH:33][CH:32]=[CH:31][C:26]=3[CH:27]=2)[N:22]=[C:21]1[CH:35](Br)[CH:36]([CH3:38])[CH3:37])[C:14]1[CH:19]=[CH:18][CH:17]=[CH:16][CH:15]=1, predict the reaction product. The product is: [C:8]([O:7][C:6](=[O:12])[NH:5][CH2:4][CH2:3][CH2:2][NH:1][CH:35]([C:21]1[N:20]([CH2:13][C:14]2[CH:19]=[CH:18][CH:17]=[CH:16][CH:15]=2)[C:29](=[O:30])[C:28]2[C:23](=[CH:24][C:25]3[CH:34]=[CH:33][CH:32]=[CH:31][C:26]=3[CH:27]=2)[N:22]=1)[CH:36]([CH3:38])[CH3:37])([CH3:9])([CH3:11])[CH3:10]. (3) The product is: [N:24]([CH2:2][CH2:3][NH:4][C:5](=[O:11])[O:6][C:7]([CH3:10])([CH3:9])[CH3:8])=[N+:25]=[N-:26]. Given the reactants O[CH2:2][CH2:3][NH:4][C:5](=[O:11])[O:6][C:7]([CH3:10])([CH3:9])[CH3:8].C(N(CC)CC)C.CS(Cl)(=O)=O.[N-:24]=[N+:25]=[N-:26].[Na+], predict the reaction product. (4) Given the reactants Cl.[F:2][C:3]1[CH:8]=[C:7]([CH:9]2[CH2:14][CH2:13][NH:12][CH2:11][CH2:10]2)[CH:6]=[CH:5][C:4]=1[CH2:15][N:16]([CH2:27][C:28]([F:31])([F:30])[F:29])[S:17]([CH2:20][C:21]1[CH:26]=[CH:25][CH:24]=[CH:23][CH:22]=1)(=[O:19])=[O:18].C(N(CC)C(C)C)(C)C.[N:41]([Si](C)(C)C)=[C:42]=[O:43].C([O-])(O)=O.[Na+], predict the reaction product. The product is: [F:2][C:3]1[CH:8]=[C:7]([CH:9]2[CH2:14][CH2:13][N:12]([C:42]([NH2:41])=[O:43])[CH2:11][CH2:10]2)[CH:6]=[CH:5][C:4]=1[CH2:15][N:16]([CH2:27][C:28]([F:31])([F:29])[F:30])[S:17]([CH2:20][C:21]1[CH:26]=[CH:25][CH:24]=[CH:23][CH:22]=1)(=[O:19])=[O:18]. (5) Given the reactants [F:1][C:2]1[CH:3]=[C:4]([CH:18]=[C:19]([F:21])[CH:20]=1)[C:5]([CH:7]1[CH2:10][N:9]([C:11]([O:13][C:14]([CH3:17])([CH3:16])[CH3:15])=[O:12])[CH2:8]1)=[O:6].[C:22]([Mg]Cl)([CH3:25])([CH3:24])[CH3:23].[NH4+].[Cl-], predict the reaction product. The product is: [F:1][C:2]1[CH:3]=[C:4]([C:5]([CH:7]2[CH2:10][N:9]([C:11]([O:13][C:14]([CH3:15])([CH3:16])[CH3:17])=[O:12])[CH2:8]2)([OH:6])[C:22]([CH3:25])([CH3:24])[CH3:23])[CH:18]=[C:19]([F:21])[CH:20]=1. (6) Given the reactants [F:1][C:2]1[CH:3]=[C:4]([CH:10]=[C:11]([C:13]2[C:21]3[S:20][C:19]([CH2:22][O:23][C:24]4[CH:29]=[CH:28][CH:27]=[C:26]([C:30]([F:33])([F:32])[F:31])[CH:25]=4)=[CH:18][C:17]=3[CH:16]=[CH:15][CH:14]=2)[CH:12]=1)[C:5]([O:7]CC)=[O:6].[F:34][C:35]1[CH:36]=[C:37]([CH:41]=[C:42]([C:44]2[C:52]3[S:51][C:50]([CH2:53][O:54][C:55]4[CH:60]=[CH:59][CH:58]=[C:57]([C:61]([F:64])([F:63])[F:62])[CH:56]=4)=[CH:49][C:48]=3[CH:47]=[CH:46][CH:45]=2)[CH:43]=1)[C:38](O)=[O:39].[CH3:65][O:66][CH2:67][CH2:68][NH2:69], predict the reaction product. The product is: [F:1][C:2]1[CH:3]=[C:4]([CH:10]=[C:11]([C:13]2[C:21]3[S:20][C:19]([CH2:22][O:23][C:24]4[CH:29]=[CH:28][CH:27]=[C:26]([C:30]([F:33])([F:31])[F:32])[CH:25]=4)=[CH:18][C:17]=3[CH:16]=[CH:15][CH:14]=2)[CH:12]=1)[C:5]([OH:7])=[O:6].[F:34][C:35]1[CH:36]=[C:37]([CH:41]=[C:42]([C:44]2[C:52]3[S:51][C:50]([CH2:53][O:54][C:55]4[CH:60]=[CH:59][CH:58]=[C:57]([C:61]([F:63])([F:64])[F:62])[CH:56]=4)=[CH:49][C:48]=3[CH:47]=[CH:46][CH:45]=2)[CH:43]=1)[C:38]([NH:69][CH2:68][CH2:67][O:66][CH3:65])=[O:39]. (7) Given the reactants Br[C:2]1[C:7]([O:8][CH2:9][CH2:10][CH2:11][CH:12]=[CH2:13])=[CH:6][CH:5]=[CH:4][N:3]=1.C1C=CC(P(C2C=CC=CC=2)C2C=CC=CC=2)=CC=1.CC([O-])=O.[K+], predict the reaction product. The product is: [CH2:13]=[C:12]1[C:2]2=[N:3][CH:4]=[CH:5][CH:6]=[C:7]2[O:8][CH2:9][CH2:10][CH2:11]1. (8) Given the reactants [CH:1]1[C:6]([C:7]([F:10])([F:9])[F:8])=[CH:5][C:4]([N:11]=[C:12]=[O:13])=[CH:3][C:2]=1[C:14]([F:17])([F:16])[F:15].[Cl:18][C:19]1[CH:27]=[C:26]2[C:22]([CH2:23][C:24](=[O:28])[NH:25]2)=[CH:21][CH:20]=1.Cl, predict the reaction product. The product is: [F:17][C:14]([F:15])([F:16])[C:2]1[CH:3]=[C:4]([NH:11][C:12]([C:23]2[C:22]3[C:26](=[CH:27][C:19]([Cl:18])=[CH:20][CH:21]=3)[NH:25][C:24]=2[OH:28])=[O:13])[CH:5]=[C:6]([C:7]([F:10])([F:8])[F:9])[CH:1]=1.